This data is from Reaction yield outcomes from USPTO patents with 853,638 reactions. The task is: Predict the reaction yield, written as a fraction of the theoretical maximum amount of product (1.0 means a 100% yield; for example, 0.34 means a 34% yield). (1) The reactants are [Br:1][C:2]1[CH:10]=[CH:9][C:5]([C:6]([OH:8])=[O:7])=[C:4]([N+:11]([O-:13])=[O:12])[CH:3]=1.[CH2:14]1CCN2C(=NCCC2)CC1.CI.O. The catalyst is CN(C=O)C. The product is [CH3:14][O:7][C:6](=[O:8])[C:5]1[CH:9]=[CH:10][C:2]([Br:1])=[CH:3][C:4]=1[N+:11]([O-:13])=[O:12]. The yield is 0.980. (2) The reactants are [CH3:1][C:2]1[C:3]([NH:15][CH:16]2[C:20]3([CH2:24][CH2:23][CH2:22][CH2:21]3)[CH2:19][N:18](C(OC(C)(C)C)=O)[CH2:17]2)=[N:4][C:5]([NH:8][C:9]2[CH:10]=[N:11][N:12]([CH3:14])[CH:13]=2)=[N:6][CH:7]=1.Cl.O.C([O-])([O-])=O.[Na+].[Na+]. The catalyst is C(Cl)Cl.CCOC(C)=O. The product is [CH3:1][C:2]1[C:3]([NH:15][CH:16]2[C:20]3([CH2:24][CH2:23][CH2:22][CH2:21]3)[CH2:19][NH:18][CH2:17]2)=[N:4][C:5]([NH:8][C:9]2[CH:10]=[N:11][N:12]([CH3:14])[CH:13]=2)=[N:6][CH:7]=1. The yield is 0.485.